From a dataset of Reaction yield outcomes from USPTO patents with 853,638 reactions. Predict the reaction yield, written as a fraction of the theoretical maximum amount of product (1.0 means a 100% yield; for example, 0.34 means a 34% yield). (1) The reactants are [CH:1]1([NH:7][CH:8]2[CH2:13][CH2:12][CH2:11][CH2:10][CH2:9]2)[CH2:6][CH2:5][CH2:4][CH2:3][CH2:2]1.C=O.[CH3:16]CCCC=C. No catalyst specified. The product is [CH3:16][N:7]([CH:1]1[CH2:2][CH2:3][CH2:4][CH2:5][CH2:6]1)[CH:8]1[CH2:9][CH2:10][CH2:11][CH2:12][CH2:13]1. The yield is 0.961. (2) The reactants are [C:1]([N:4]1[C:13]2[C:8](=[CH:9][C:10]([C:14]3[CH:19]=[CH:18][C:17]([CH2:20][C:21](O)=[O:22])=[CH:16][CH:15]=3)=[CH:11][CH:12]=2)[C@H:7]([NH:24][C:25]([O:27][CH:28]([CH3:30])[CH3:29])=[O:26])[CH2:6][C@@H:5]1[CH3:31])(=[O:3])[CH3:2].CN(C(ON1N=NC2C=CC=NC1=2)=[N+](C)C)C.F[P-](F)(F)(F)(F)F.CCN(C(C)C)C(C)C.[NH2:65][CH2:66][CH2:67][NH:68][C:69](=[O:75])[O:70][C:71]([CH3:74])([CH3:73])[CH3:72]. The catalyst is CN(C=O)C. The product is [C:1]([N:4]1[C:13]2[C:8](=[CH:9][C:10]([C:14]3[CH:19]=[CH:18][C:17]([CH2:20][C:21]([NH:65][CH2:66][CH2:67][NH:68][C:69]([O:70][C:71]([CH3:72])([CH3:74])[CH3:73])=[O:75])=[O:22])=[CH:16][CH:15]=3)=[CH:11][CH:12]=2)[C@H:7]([NH:24][C:25](=[O:26])[O:27][CH:28]([CH3:29])[CH3:30])[CH2:6][C@@H:5]1[CH3:31])(=[O:3])[CH3:2]. The yield is 0.494.